From a dataset of Full USPTO retrosynthesis dataset with 1.9M reactions from patents (1976-2016). Predict the reactants needed to synthesize the given product. The reactants are: [C:1]([C:5]1[N:6]=[C:7]2[CH:12]=[CH:11][C:10]([C:13]([O:15][CH3:16])=[O:14])=[CH:9][N:8]2[CH:17]=1)([CH3:4])([CH3:3])[CH3:2].Cl. Given the product [C:1]([C:5]1[N:6]=[C:7]2[CH2:12][CH2:11][CH:10]([C:13]([O:15][CH3:16])=[O:14])[CH2:9][N:8]2[CH:17]=1)([CH3:4])([CH3:2])[CH3:3], predict the reactants needed to synthesize it.